Dataset: Merck oncology drug combination screen with 23,052 pairs across 39 cell lines. Task: Regression. Given two drug SMILES strings and cell line genomic features, predict the synergy score measuring deviation from expected non-interaction effect. (1) Drug 1: N.N.O=C(O)C1(C(=O)O)CCC1.[Pt]. Drug 2: Cn1c(=O)n(-c2ccc(C(C)(C)C#N)cc2)c2c3cc(-c4cnc5ccccc5c4)ccc3ncc21. Cell line: A375. Synergy scores: synergy=61.6. (2) Drug 1: O=c1[nH]cc(F)c(=O)[nH]1. Drug 2: Cc1nc(Nc2ncc(C(=O)Nc3c(C)cccc3Cl)s2)cc(N2CCN(CCO)CC2)n1. Cell line: ES2. Synergy scores: synergy=17.7. (3) Drug 1: CC1CC2C3CCC4=CC(=O)C=CC4(C)C3(F)C(O)CC2(C)C1(O)C(=O)CO. Drug 2: CNC(=O)c1cc(Oc2ccc(NC(=O)Nc3ccc(Cl)c(C(F)(F)F)c3)cc2)ccn1. Cell line: LOVO. Synergy scores: synergy=5.38. (4) Drug 1: COC12C(COC(N)=O)C3=C(C(=O)C(C)=C(N)C3=O)N1CC1NC12. Drug 2: NC(=O)c1cccc2cn(-c3ccc(C4CCCNC4)cc3)nc12. Cell line: SW837. Synergy scores: synergy=0.350. (5) Drug 1: CCC1(O)CC2CN(CCc3c([nH]c4ccccc34)C(C(=O)OC)(c3cc4c(cc3OC)N(C)C3C(O)(C(=O)OC)C(OC(C)=O)C5(CC)C=CCN6CCC43C65)C2)C1. Drug 2: O=C(O)C1(Cc2cccc(Nc3nccs3)n2)CCC(Oc2cccc(Cl)c2F)CC1. Cell line: SKOV3. Synergy scores: synergy=25.4.